Dataset: Full USPTO retrosynthesis dataset with 1.9M reactions from patents (1976-2016). Task: Predict the reactants needed to synthesize the given product. Given the product [BrH:38].[Cl:2][C:3]1[CH:8]=[C:7]([Cl:9])[CH:6]=[CH:5][C:4]=1[C:10]1([OH:37])[C:18]2[C:13](=[CH:14][C:15]([C:23]([OH:24])=[O:41])=[CH:16][C:17]=2[C:19]([F:22])([F:21])[F:20])[N:12]([CH2:26][C@H:27]2[CH2:28][C@H:29]([N:31]([CH2:32][CH3:33])[CH2:34][CH3:35])[CH2:30]2)[C:11]1=[O:36], predict the reactants needed to synthesize it. The reactants are: Cl.[Cl:2][C:3]1[CH:8]=[C:7]([Cl:9])[CH:6]=[CH:5][C:4]=1[C:10]1([OH:37])[C:18]2[C:13](=[CH:14][C:15]([C:23](N)=[O:24])=[CH:16][C:17]=2[C:19]([F:22])([F:21])[F:20])[N:12]([CH2:26][C@H:27]2[CH2:30][C@H:29]([N:31]([CH2:34][CH3:35])[CH2:32][CH3:33])[CH2:28]2)[C:11]1=[O:36].[BrH:38].C(O)(=[O:41])C.